This data is from Reaction yield outcomes from USPTO patents with 853,638 reactions. The task is: Predict the reaction yield, written as a fraction of the theoretical maximum amount of product (1.0 means a 100% yield; for example, 0.34 means a 34% yield). (1) The reactants are [I:1][C:2]1[CH:7]=[CH:6][NH:5][C:4](=[O:8])[CH:3]=1.I[CH2:10][CH2:11][OH:12].C([O-])([O-])=O.[K+].[K+]. The catalyst is CN(C=O)C. The product is [OH:12][CH2:11][CH2:10][N:5]1[CH:6]=[CH:7][C:2]([I:1])=[CH:3][C:4]1=[O:8]. The yield is 1.00. (2) The reactants are Cl[C:2]1[N:3]=[N+:4]([O-:15])[C:5]2[CH:14]=[C:13]3[C:9]([CH2:10][CH2:11][CH2:12]3)=[CH:8][C:6]=2[N:7]=1.[CH3:16][O:17][CH2:18][CH2:19][N:20]([CH3:25])[CH2:21][CH2:22][CH2:23][NH2:24]. The catalyst is COCCOC. The product is [CH3:16][O:17][CH2:18][CH2:19][N:20]([CH3:25])[CH2:21][CH2:22][CH2:23][NH:24][C:2]1[N:3]=[N+:4]([O-:15])[C:5]2[CH:14]=[C:13]3[C:9]([CH2:10][CH2:11][CH2:12]3)=[CH:8][C:6]=2[N:7]=1. The yield is 0.790. (3) The reactants are O1CCOCC1.[CH3:7][O:8][C:9]1[CH:14]=[CH:13][C:12]([F:15])=[CH:11][C:10]=1B(O)O.Br[C:20]1[S:21][CH:22]=[CH:23][CH:24]=1.C(=O)([O-])[O-].[K+].[K+]. The catalyst is O.C(OCC)(=O)C. The product is [S:21]1[CH:22]=[CH:23][CH:24]=[C:20]1[C:10]1[CH:11]=[C:12]([F:15])[CH:13]=[CH:14][C:9]=1[O:8][CH3:7]. The yield is 0.900. (4) The reactants are O1CCCCC1[O:7][C:8]1[CH:35]=[CH:34][C:11]([CH:12]=[C:13]2[CH2:18][CH2:17][CH2:16][C:15](=[CH:19][C:20]3[CH:25]=[CH:24][C:23]([O:26]C4CCCCO4)=[CH:22][CH:21]=3)[C:14]2=[O:33])=[CH:10][CH:9]=1.C1(C)C=CC(S([O-])(=O)=O)=CC=1.[NH+]1C=CC=CC=1.CO. The catalyst is O. The product is [OH:7][C:8]1[CH:9]=[CH:10][C:11]([CH:12]=[C:13]2[CH2:18][CH2:17][CH2:16][C:15](=[CH:19][C:20]3[CH:21]=[CH:22][C:23]([OH:26])=[CH:24][CH:25]=3)[C:14]2=[O:33])=[CH:34][CH:35]=1. The yield is 0.850. (5) The reactants are [Br:1][C:2]1[CH:25]=[CH:24][C:5]([CH2:6][CH2:7][C:8]2[S:9][C:10]3[N:11]=[C:12]([NH2:23])[N:13]=[C:14]([N:17]4[CH2:22][CH2:21][NH:20][CH2:19][CH2:18]4)[C:15]=3[N:16]=2)=[CH:4][CH:3]=1.[CH3:26][O:27][C:28]1[CH:38]=[CH:37][C:31]([O:32][CH2:33][C:34](O)=[O:35])=[CH:30][CH:29]=1. No catalyst specified. The product is [NH2:23][C:12]1[N:13]=[C:14]([N:17]2[CH2:18][CH2:19][N:20]([C:34](=[O:35])[CH2:33][O:32][C:31]3[CH:37]=[CH:38][C:28]([O:27][CH3:26])=[CH:29][CH:30]=3)[CH2:21][CH2:22]2)[C:15]2[N:16]=[C:8]([CH2:7][CH2:6][C:5]3[CH:24]=[CH:25][C:2]([Br:1])=[CH:3][CH:4]=3)[S:9][C:10]=2[N:11]=1. The yield is 0.400. (6) The reactants are F[C:2]1[CH:7]=[CH:6][C:5]([N+:8]([O-:10])=[O:9])=[CH:4][CH:3]=1.[CH3:11][C:12]1[N:16]=[CH:15][NH:14][N:13]=1.C([O-])([O-])=O.[K+].[K+]. The catalyst is CN(C=O)C. The product is [CH3:11][C:12]1[N:16]=[CH:15][N:14]([C:2]2[CH:7]=[CH:6][C:5]([N+:8]([O-:10])=[O:9])=[CH:4][CH:3]=2)[N:13]=1. The yield is 0.220. (7) The reactants are [F:1][C:2]1[CH:3]=[N:4][C:5]2[C:10]([C:11]=1[CH2:12][CH2:13][CH2:14][OH:15])=[N:9][C:8]([O:16][CH3:17])=[CH:7][CH:6]=2.CC(OI1(OC(C)=O)(OC(C)=O)OC(=O)C2C=CC=CC1=2)=O.C(OCC)C.[OH-].[Na+]. The catalyst is ClCCl. The product is [F:1][C:2]1[CH:3]=[N:4][C:5]2[C:10]([C:11]=1[CH2:12][CH2:13][CH:14]=[O:15])=[N:9][C:8]([O:16][CH3:17])=[CH:7][CH:6]=2. The yield is 0.910. (8) The reactants are [F:1][C:2]([F:23])([F:22])[O:3][C:4]1[CH:9]=[CH:8][C:7]([N:10]2[CH:14]=[N:13][C:12]([C:15]3[CH:21]=[CH:20][C:18]([NH2:19])=[CH:17][CH:16]=3)=[N:11]2)=[CH:6][CH:5]=1.[F:24][C:25]1[CH:30]=[CH:29][C:28]([N:31]=[C:32]=[O:33])=[CH:27][CH:26]=1. The catalyst is O1CCCC1. The product is [F:24][C:25]1[CH:30]=[CH:29][C:28]([NH:31][C:32]([NH:19][C:18]2[CH:20]=[CH:21][C:15]([C:12]3[N:13]=[CH:14][N:10]([C:7]4[CH:6]=[CH:5][C:4]([O:3][C:2]([F:1])([F:22])[F:23])=[CH:9][CH:8]=4)[N:11]=3)=[CH:16][CH:17]=2)=[O:33])=[CH:27][CH:26]=1. The yield is 0.490. (9) The reactants are [Si]([O:18][CH2:19][CH2:20][CH:21]1[CH2:23][CH:22]1[C@@H:24]([NH:29][C:30](=[O:36])[O:31][C:32]([CH3:35])([CH3:34])[CH3:33])[CH2:25][CH:26]([CH3:28])[CH3:27])(C(C)(C)C)(C1C=CC=CC=1)C1C=CC=CC=1.CCCC[N+](CCCC)(CCCC)CCCC.[F-]. The catalyst is C1COCC1. The product is [OH:18][CH2:19][CH2:20][CH:21]1[CH2:23][CH:22]1[C@@H:24]([NH:29][C:30](=[O:36])[O:31][C:32]([CH3:33])([CH3:35])[CH3:34])[CH2:25][CH:26]([CH3:28])[CH3:27]. The yield is 0.880. (10) The reactants are C(O[C:9]([N:11]([CH2:13][C:14]1[C:22]2[C:17](=[CH:18][CH:19]=[CH:20][CH:21]=2)[N:16]([CH:23](C)[CH3:24])[CH:15]=1)C)=O)C1C=CC=CC=1.C(OC(N(CC1C2C(=CC=CC=2)N(CC2C=CC=CC=2)C=1)C)=O)C1C=CC=CC=1. No catalyst specified. The product is [CH2:23]([N:16]1[C:17]2[C:22](=[CH:21][CH:20]=[CH:19][CH:18]=2)[C:14]([CH2:13][NH:11][CH3:9])=[CH:15]1)[CH3:24]. The yield is 0.820.